Dataset: Catalyst prediction with 721,799 reactions and 888 catalyst types from USPTO. Task: Predict which catalyst facilitates the given reaction. (1) Reactant: [Cl:1][C:2]1[CH:3]=[CH:4][C:5]([OH:11])=[C:6]([C:8](=O)[CH3:9])[CH:7]=1.[CH3:12][S:13]([C:16]1[CH:17]=[N:18][CH:19]=[C:20]([CH:25]=1)[C:21]([NH:23][NH2:24])=[O:22])(=[O:15])=[O:14]. Product: [Cl:1][C:2]1[CH:3]=[CH:4][C:5]([OH:11])=[C:6](/[C:8](=[N:24]/[NH:23][C:21](=[O:22])[C:20]2[CH:25]=[C:16]([S:13]([CH3:12])(=[O:15])=[O:14])[CH:17]=[N:18][CH:19]=2)/[CH3:9])[CH:7]=1. The catalyst class is: 130. (2) Reactant: C[O:2][C:3]([C:5]1[CH:6]=[CH:7][C:8]2[O:13][CH2:12][CH2:11][N:10]([S:14]([C:17]3[CH:22]=[C:21]([Cl:23])[CH:20]=[CH:19][C:18]=3[O:24][CH3:25])(=[O:16])=[O:15])[C:9]=2[CH:26]=1)=[O:4].[OH-].[Na+]. Product: [Cl:23][C:21]1[CH:20]=[CH:19][C:18]([O:24][CH3:25])=[C:17]([S:14]([N:10]2[C:9]3[CH:26]=[C:5]([C:3]([OH:4])=[O:2])[CH:6]=[CH:7][C:8]=3[O:13][CH2:12][CH2:11]2)(=[O:15])=[O:16])[CH:22]=1. The catalyst class is: 83. (3) Reactant: [OH:1][C:2]1[C:9]([CH3:10])=[C:8]([CH3:11])[C:5]([CH:6]=[O:7])=[C:4]([CH3:12])[C:3]=1[CH3:13].[H-].[Na+].[F:16][C:17]1[CH:24]=[CH:23][C:20]([CH2:21]Br)=[CH:19][CH:18]=1.Cl. Product: [F:16][C:17]1[CH:24]=[CH:23][C:20]([CH2:21][O:1][C:2]2[C:3]([CH3:13])=[C:4]([CH3:12])[C:5]([CH:6]=[O:7])=[C:8]([CH3:11])[C:9]=2[CH3:10])=[CH:19][CH:18]=1. The catalyst class is: 9.